This data is from Catalyst prediction with 721,799 reactions and 888 catalyst types from USPTO. The task is: Predict which catalyst facilitates the given reaction. (1) Reactant: [CH2:1]([O:3][C:4]([C:6]1([C:9]2[CH:14]=[CH:13][C:12]([C:15]3[CH:20]=[CH:19][C:18]([C:21]4[S:22][C:23]([Cl:29])=[CH:24][C:25]=4C(=O)N)=[CH:17][C:16]=3[O:30][CH3:31])=[CH:11][CH:10]=2)[CH2:8][CH2:7]1)=[O:5])[CH3:2].[F:32][C:33]1[CH:38]=[CH:37][CH:36]=[CH:35][C:34]=1[C@H:39]([OH:41])[CH3:40].[N:42]1[CH:47]=CC=CC=1.FC(F)(F)C(OI(C1C=CC=CC=1)OC(=O)C(F)(F)F)=[O:51]. Product: [CH2:1]([O:3][C:4]([C:6]1([C:9]2[CH:10]=[CH:11][C:12]([C:15]3[CH:20]=[CH:19][C:18]([C:21]4[S:22][C:23]([Cl:29])=[CH:24][C:25]=4[NH:42][C:47]([O:41][C@@H:39]([C:34]4[CH:35]=[CH:36][CH:37]=[CH:38][C:33]=4[F:32])[CH3:40])=[O:51])=[CH:17][C:16]=3[O:30][CH3:31])=[CH:13][CH:14]=2)[CH2:8][CH2:7]1)=[O:5])[CH3:2]. The catalyst class is: 11. (2) Reactant: [CH3:1][C:2]1[C:7]([O:8][C:9]2[CH:14]=[CH:13][CH:12]=[CH:11][CH:10]=2)=[CH:6][CH:5]=[CH:4][N:3]=1.ClC1C=C(C=CC=1)C(OO)=[O:20]. Product: [CH3:1][C:2]1[C:7]([O:8][C:9]2[CH:14]=[CH:13][CH:12]=[CH:11][CH:10]=2)=[CH:6][CH:5]=[CH:4][N+:3]=1[O-:20]. The catalyst class is: 2. (3) Reactant: C([C:4]1[CH:11]=[CH:10][C:7]([C:8]#[N:9])=[CH:6][CH:5]=1)(=O)C.[NH2:12][CH2:13][C:14]([O:16][C:17]([CH3:20])([CH3:19])[CH3:18])=[O:15].[CH3:21][C:22](O)=O.[BH4-].[Na+]. The catalyst class is: 11. Product: [C:8]([C:7]1[CH:10]=[C:11]([CH:21]([NH:12][CH2:13][C:14]([O:16][C:17]([CH3:20])([CH3:19])[CH3:18])=[O:15])[CH3:22])[CH:4]=[CH:5][CH:6]=1)#[N:9]. (4) Reactant: [Cl:1][C:2]1[CH:3]=[C:4]([NH:17][C:18]2[C:23]3[C:24]4[CH2:32][CH2:31][C:30]5[N:29]([CH2:33][CH2:34][OH:35])[N:28]=[CH:27][C:26]=5[C:25]=4[S:36][C:22]=3[N:21]=[CH:20][N:19]=2)[CH:5]=[CH:6][C:7]=1[O:8][CH2:9][C:10]1[CH:15]=[CH:14][CH:13]=[C:12]([F:16])[CH:11]=1.ClC1C(=O)C(C#N)=C(C#N)C(=O)C=1Cl. Product: [Cl:1][C:2]1[CH:3]=[C:4]([NH:17][C:18]2[C:23]3[C:24]4[CH:32]=[CH:31][C:30]5[N:29]([CH2:33][CH2:34][OH:35])[N:28]=[CH:27][C:26]=5[C:25]=4[S:36][C:22]=3[N:21]=[CH:20][N:19]=2)[CH:5]=[CH:6][C:7]=1[O:8][CH2:9][C:10]1[CH:15]=[CH:14][CH:13]=[C:12]([F:16])[CH:11]=1. The catalyst class is: 12. (5) Reactant: [Cl:1][C:2]1[CH:7]=[CH:6][CH:5]=[CH:4][C:3]=1[C:8]1[C:12]([CH:13]=O)=[CH:11][N:10]([CH3:15])[N:9]=1.[N:16]1([C:22]([O:24][C:25]([CH3:28])([CH3:27])[CH3:26])=[O:23])[CH2:21][CH2:20][NH:19][CH2:18][CH2:17]1.C(N(CC)CC)C.C(O[BH-](OC(=O)C)OC(=O)C)(=O)C.[Na+]. Product: [Cl:1][C:2]1[CH:7]=[CH:6][CH:5]=[CH:4][C:3]=1[C:8]1[C:12]([CH2:13][N:19]2[CH2:18][CH2:17][N:16]([C:22]([O:24][C:25]([CH3:28])([CH3:27])[CH3:26])=[O:23])[CH2:21][CH2:20]2)=[CH:11][N:10]([CH3:15])[N:9]=1. The catalyst class is: 26.